Predict the reactants needed to synthesize the given product. From a dataset of Full USPTO retrosynthesis dataset with 1.9M reactions from patents (1976-2016). (1) Given the product [F:1][C:2]1[C:7]2[N:8]=[N:9][S:10][C:6]=2[CH:5]=[C:4]([C:11]([OH:13])=[O:12])[C:3]=1[NH:15][C:16]1[CH:21]=[CH:20][C:19]([Br:22])=[CH:18][C:17]=1[Cl:23], predict the reactants needed to synthesize it. The reactants are: [F:1][C:2]1[C:7]2[N:8]=[N:9][S:10][C:6]=2[CH:5]=[C:4]([C:11]([O:13]C)=[O:12])[C:3]=1[NH:15][C:16]1[CH:21]=[CH:20][C:19]([Br:22])=[CH:18][C:17]=1[Cl:23].[Li+].[OH-].Cl. (2) Given the product [NH2:1][C:2]1[N:7]([C:8]2[C:13]([F:14])=[CH:12][C:11]([CH3:27])=[CH:10][C:9]=2[F:16])[C:6](=[O:17])[CH:5]=[CH:4][C:3]=1[C:18](=[O:26])[C:19]1[CH:24]=[CH:23][C:22]([F:25])=[CH:21][CH:20]=1, predict the reactants needed to synthesize it. The reactants are: [NH2:1][C:2]1[N:7]([C:8]2[C:13]([F:14])=[CH:12][C:11](Br)=[CH:10][C:9]=2[F:16])[C:6](=[O:17])[CH:5]=[CH:4][C:3]=1[C:18](=[O:26])[C:19]1[CH:24]=[CH:23][C:22]([F:25])=[CH:21][CH:20]=1.[CH2:27](N(CC)CC)C.CB1OB(C)OB(C)O1.C1(C)C=CC=CC=1P(C1C=CC=CC=1C)C1C=CC=CC=1C. (3) The reactants are: [F:1][C:2]1[C:8](F)=[CH:7][CH:6]=[C:5]([N+:10]([O-:12])=[O:11])[C:3]=1[NH2:4].[OH-].[K+].C(O)(=O)CC(CC(O)=O)(C(O)=O)[OH:18]. Given the product [NH2:4][C:3]1[C:2]([F:1])=[C:8]([OH:18])[CH:7]=[CH:6][C:5]=1[N+:10]([O-:12])=[O:11], predict the reactants needed to synthesize it. (4) Given the product [CH2:14]([N:16]([CH3:40])[C:17]([C:19]1[CH:23]=[C:22]([C:24]2[CH:29]=[CH:28][C:27]([CH2:30][NH:31][C:10]([N:9]([CH3:13])[CH3:8])=[O:11])=[CH:26][N:25]=2)[N:21]([C:32]2[N:33]=[N:34][C:35]([O:38][CH3:39])=[CH:36][CH:37]=2)[N:20]=1)=[O:18])[CH3:15], predict the reactants needed to synthesize it. The reactants are: C(N(CC)CC)C.[CH3:8][N:9]([CH3:13])[C:10](Cl)=[O:11].[CH2:14]([N:16]([CH3:40])[C:17]([C:19]1[CH:23]=[C:22]([C:24]2[CH:29]=[CH:28][C:27]([CH2:30][NH2:31])=[CH:26][N:25]=2)[N:21]([C:32]2[N:33]=[N:34][C:35]([O:38][CH3:39])=[CH:36][CH:37]=2)[N:20]=1)=[O:18])[CH3:15].O. (5) Given the product [CH3:1][O:2][S:3]([O-:6])(=[O:5])=[O:4].[NH2:18][C:13]1[CH:14]=[CH:15][CH:16]=[CH:17][C:12]=1[N:11]([CH3:21])[CH2:10][CH2:9][N+:8]([CH3:23])([CH3:22])[CH3:7], predict the reactants needed to synthesize it. The reactants are: [CH3:1][O:2][S:3]([O-:6])(=[O:5])=[O:4].[CH3:7][N+:8]([CH3:23])([CH3:22])[CH2:9][CH2:10][N:11]([CH3:21])[C:12]1[CH:17]=[CH:16][CH:15]=[CH:14][C:13]=1[N+:18]([O-])=O.